This data is from Catalyst prediction with 721,799 reactions and 888 catalyst types from USPTO. The task is: Predict which catalyst facilitates the given reaction. Reactant: [NH2:1][C:2]1[CH:6]=[C:5]([C:7]([CH3:10])([CH3:9])[CH3:8])[S:4][C:3]=1[C:11]([NH2:13])=[O:12].[F:14][C:15]([F:26])([C:19]1[CH:24]=[CH:23][C:22]([F:25])=[CH:21][CH:20]=1)[C:16](O)=[O:17].CN(C(ON1N=NC2C=CC=NC1=2)=[N+](C)C)C.F[P-](F)(F)(F)(F)F.C(N(C(C)C)CC)(C)C. Product: [C:7]([C:5]1[S:4][C:3]([C:11]([NH2:13])=[O:12])=[C:2]([NH:1][C:16](=[O:17])[C:15]([F:26])([F:14])[C:19]2[CH:20]=[CH:21][C:22]([F:25])=[CH:23][CH:24]=2)[CH:6]=1)([CH3:10])([CH3:8])[CH3:9]. The catalyst class is: 18.